Dataset: Peptide-MHC class II binding affinity with 134,281 pairs from IEDB. Task: Regression. Given a peptide amino acid sequence and an MHC pseudo amino acid sequence, predict their binding affinity value. This is MHC class II binding data. (1) The peptide sequence is LYEALTEDQISAFEQ. The MHC is DRB1_0101 with pseudo-sequence DRB1_0101. The binding affinity (normalized) is 0.424. (2) The peptide sequence is VVFLLVTLAILTALR. The MHC is DRB1_0101 with pseudo-sequence DRB1_0101. The binding affinity (normalized) is 0.376. (3) The peptide sequence is QKYCPNKICTSKGDS. The MHC is HLA-DPA10103-DPB10401 with pseudo-sequence HLA-DPA10103-DPB10401. The binding affinity (normalized) is 0.0581. (4) The peptide sequence is AVSGDDCVVRPIDDR. The MHC is DRB3_0202 with pseudo-sequence DRB3_0202. The binding affinity (normalized) is 0.299. (5) The peptide sequence is TLTEALRVIAGTLEV. The MHC is DRB5_0101 with pseudo-sequence DRB5_0101. The binding affinity (normalized) is 0.250. (6) The peptide sequence is EHNSEDKSVERILHD. The MHC is DRB1_0101 with pseudo-sequence DRB1_0101. The binding affinity (normalized) is 0.367.